Dataset: Forward reaction prediction with 1.9M reactions from USPTO patents (1976-2016). Task: Predict the product of the given reaction. (1) Given the reactants [CH3:1][NH:2][C@H:3]1[CH2:8][CH2:7][C@H:6]([CH2:9][CH2:10][CH2:11][CH2:12]OS(C)(=O)=O)[CH2:5][CH2:4]1.FC(F)(F)C(O)=O.[F:25][C:26]([F:38])([F:37])[C:27]1[CH:32]=[CH:31][C:30]([S:33](Cl)(=[O:35])=[O:34])=[CH:29][CH:28]=1.[CH3:39][NH:40][CH2:41][CH2:42][CH3:43], predict the reaction product. The product is: [CH3:1][N:2]([C@H:3]1[CH2:4][CH2:5][C@H:6]([CH2:9][CH2:10][CH2:11][CH2:12][N:40]([CH3:39])[CH2:41][CH2:42][CH3:43])[CH2:7][CH2:8]1)[S:33]([C:30]1[CH:31]=[CH:32][C:27]([C:26]([F:38])([F:37])[F:25])=[CH:28][CH:29]=1)(=[O:35])=[O:34]. (2) Given the reactants C(N(CC)CC)C.I[C:9]1[CH:10]=[C:11]([CH:14]=[CH:15][CH:16]=1)[CH2:12][OH:13].[C:17]([O:21][CH3:22])(=[O:20])[CH:18]=[CH2:19].[Cl-].[NH4+], predict the reaction product. The product is: [CH3:22][O:21][C:17](=[O:20])/[CH:18]=[CH:19]/[C:9]1[CH:16]=[CH:15][CH:14]=[C:11]([CH2:12][OH:13])[CH:10]=1.